From a dataset of Catalyst prediction with 721,799 reactions and 888 catalyst types from USPTO. Predict which catalyst facilitates the given reaction. (1) Reactant: [NH:1]([C:13]([O:15][C:16]([CH3:19])([CH3:18])[CH3:17])=[O:14])[C@@H:2]([C:10]([OH:12])=O)[CH2:3][CH:4]1[CH2:9][CH2:8][CH2:7][CH2:6][CH2:5]1.[NH:20]1[CH2:34][CH2:33][CH2:32][C@H:21]1[C:22]([O:24][CH2:25][C:26]1[CH:31]=[CH:30][CH:29]=[CH:28][CH:27]=1)=[O:23]. Product: [NH:1]([C:13]([O:15][C:16]([CH3:19])([CH3:18])[CH3:17])=[O:14])[C@@H:2]([C:10]([N:20]1[CH2:34][CH2:33][CH2:32][C@H:21]1[C:22]([O:24][CH2:25][C:26]1[CH:27]=[CH:28][CH:29]=[CH:30][CH:31]=1)=[O:23])=[O:12])[CH2:3][CH:4]1[CH2:5][CH2:6][CH2:7][CH2:8][CH2:9]1. The catalyst class is: 96. (2) Reactant: FC(F)(F)C(O)=O.C(OC([NH:15][CH2:16][CH2:17][O:18][C:19]1[CH:20]=[C:21]([CH:60]=[CH:61][CH:62]=1)[C:22]([NH:24][C:25]1[C:26]([CH3:59])=[C:27]([C:34]([C:36]2[CH:37]=[CH:38][C:39]([NH:52][C:53](=[O:58])[C:54]([F:57])([F:56])[F:55])=[C:40]([CH:51]=2)[C:41]([O:43][CH2:44][C:45]2[CH:50]=[CH:49][CH:48]=[CH:47][CH:46]=2)=[O:42])=[O:35])[N:28]2[C:33]=1[CH:32]=[CH:31][CH:30]=[CH:29]2)=[O:23])=O)(C)(C)C.C(=O)(O)[O-].[Na+]. Product: [NH2:15][CH2:16][CH2:17][O:18][C:19]1[CH:20]=[C:21]([CH:60]=[CH:61][CH:62]=1)[C:22]([NH:24][C:25]1[C:26]([CH3:59])=[C:27]([C:34]([C:36]2[CH:37]=[CH:38][C:39]([NH:52][C:53](=[O:58])[C:54]([F:55])([F:56])[F:57])=[C:40]([CH:51]=2)[C:41]([O:43][CH2:44][C:45]2[CH:50]=[CH:49][CH:48]=[CH:47][CH:46]=2)=[O:42])=[O:35])[N:28]2[C:33]=1[CH:32]=[CH:31][CH:30]=[CH:29]2)=[O:23]. The catalyst class is: 4. (3) Reactant: [Br:1][CH2:2][C:3]1[CH:11]=[CH:10][CH:9]=[CH:8][C:4]=1[C:5](Cl)=[O:6].[Al+3].[Cl-].[Cl-].[Cl-].[CH3:16][O:17][C:18]1[CH:23]=[CH:22][C:21]([O:24][CH3:25])=[CH:20][CH:19]=1.CCCCCC.CCOC(C)=O. Product: [Br:1][CH2:2][C:3]1[CH:11]=[CH:10][CH:9]=[CH:8][C:4]=1[C:5]([C:22]1[CH:23]=[C:18]([O:17][CH3:16])[CH:19]=[CH:20][C:21]=1[O:24][CH3:25])=[O:6]. The catalyst class is: 26.